This data is from Forward reaction prediction with 1.9M reactions from USPTO patents (1976-2016). The task is: Predict the product of the given reaction. (1) Given the reactants Cl[C:2]1[N:11]=[C:10]2[C:5]([CH:6]=[CH:7][C:8](=[O:12])[NH:9]2)=[CH:4][CH:3]=1.[CH3:13][O-:14].[Na+], predict the reaction product. The product is: [CH3:13][O:14][C:2]1[N:11]=[C:10]2[C:5]([CH:6]=[CH:7][C:8](=[O:12])[NH:9]2)=[CH:4][CH:3]=1. (2) Given the reactants [Cl:1][C:2]1[CH:3]=[C:4]([N:9]2[C:13](=[O:14])[O:12][N:11]=[C:10]2[C:15]2[C:19]([CH2:20][CH2:21][O:22]C)=[N:18][O:17][N:16]=2)[CH:5]=[CH:6][C:7]=1[F:8].B(Br)(Br)Br, predict the reaction product. The product is: [Cl:1][C:2]1[CH:3]=[C:4]([N:9]2[C:13](=[O:14])[O:12][N:11]=[C:10]2[C:15]2[C:19]([CH2:20][CH2:21][OH:22])=[N:18][O:17][N:16]=2)[CH:5]=[CH:6][C:7]=1[F:8].